Dataset: TCR-epitope binding with 47,182 pairs between 192 epitopes and 23,139 TCRs. Task: Binary Classification. Given a T-cell receptor sequence (or CDR3 region) and an epitope sequence, predict whether binding occurs between them. (1) The epitope is SLVKPSFYV. The TCR CDR3 sequence is CASSPGGLAGETQYF. Result: 1 (the TCR binds to the epitope). (2) The epitope is LSDDAVVCFNSTY. The TCR CDR3 sequence is CAWTGTGKIGWDSPLHF. Result: 0 (the TCR does not bind to the epitope). (3) The epitope is FLPRVFSAV. The TCR CDR3 sequence is CASSPQNSGGNEQFF. Result: 0 (the TCR does not bind to the epitope). (4) The epitope is RLDKVEAEV. The TCR CDR3 sequence is CASSLDPPAGVSPLHF. Result: 0 (the TCR does not bind to the epitope).